Dataset: TCR-epitope binding with 47,182 pairs between 192 epitopes and 23,139 TCRs. Task: Binary Classification. Given a T-cell receptor sequence (or CDR3 region) and an epitope sequence, predict whether binding occurs between them. (1) The epitope is KMQRMLLEK. The TCR CDR3 sequence is CATSRPGDGETQYF. Result: 0 (the TCR does not bind to the epitope). (2) The epitope is TPRVTGGGAM. The TCR CDR3 sequence is CASSLLPYNALVSGTDTQYF. Result: 1 (the TCR binds to the epitope).